From a dataset of Reaction yield outcomes from USPTO patents with 853,638 reactions. Predict the reaction yield, written as a fraction of the theoretical maximum amount of product (1.0 means a 100% yield; for example, 0.34 means a 34% yield). (1) The reactants are [CH2:1]([NH:8][CH2:9][CH2:10][C:11]1[CH:25]=[CH:24][C:14]([O:15][C:16]2[CH:23]=[CH:22][C:19]([C:20]#[N:21])=[CH:18][N:17]=2)=[CH:13][CH:12]=1)[C:2]1[CH:7]=[CH:6][CH:5]=[CH:4][CH:3]=1.CSC.B.Cl.[OH-].[Na+]. The catalyst is C1COCC1. The product is [NH2:21][CH2:20][C:19]1[CH:22]=[CH:23][C:16]([O:15][C:14]2[CH:24]=[CH:25][C:11]([CH2:10][CH2:9][NH:8][CH2:1][C:2]3[CH:3]=[CH:4][CH:5]=[CH:6][CH:7]=3)=[CH:12][CH:13]=2)=[N:17][CH:18]=1. The yield is 0.217. (2) The reactants are [F:1][C:2]1[CH:7]=[CH:6][CH:5]=[CH:4][C:3]=1[C:8]1[CH:13]=[CH:12][C:11]([F:14])=[CH:10][C:9]=1[CH:15]([NH2:17])[CH3:16].[CH3:18][O:19][C:20]1[CH:25]=[CH:24][C:23]([S:26](Cl)(=[O:28])=[O:27])=[CH:22][CH:21]=1.N1C=CC=CC=1. The catalyst is ClCCl. The product is [F:1][C:2]1[CH:7]=[CH:6][CH:5]=[CH:4][C:3]=1[C:8]1[CH:13]=[CH:12][C:11]([F:14])=[CH:10][C:9]=1[CH:15]([NH:17][S:26]([C:23]1[CH:22]=[CH:21][C:20]([O:19][CH3:18])=[CH:25][CH:24]=1)(=[O:28])=[O:27])[CH3:16]. The yield is 0.480. (3) The reactants are [NH2:1][C:2]1[CH:12]=[CH:11][CH:10]=[CH:9][C:3]=1[C:4]([O:6]CC)=O.[Cl:13][CH2:14][C:15]#[N:16].Cl.[OH-].[NH4+]. The catalyst is O1CCOCC1. The product is [Cl:13][CH2:14][C:15]1[NH:16][C:4](=[O:6])[C:3]2[C:2](=[CH:12][CH:11]=[CH:10][CH:9]=2)[N:1]=1. The yield is 0.810. (4) The reactants are [F:1][C:2]1[CH:19]=[C:18]([F:20])[CH:17]=[CH:16][C:3]=1[CH2:4][NH:5][C:6](=O)[C:7]1[CH:12]=[CH:11][C:10]([CH2:13][CH3:14])=[CH:9][CH:8]=1.B. The catalyst is C1COCC1.C(OCC)C. The product is [F:1][C:2]1[CH:19]=[C:18]([F:20])[CH:17]=[CH:16][C:3]=1[CH2:4][NH:5][CH2:6][C:7]1[CH:12]=[CH:11][C:10]([CH2:13][CH3:14])=[CH:9][CH:8]=1. The yield is 0.940. (5) The reactants are C(OC([N:8]1[CH2:13][CH2:12][CH:11]([CH2:14][N:15]([CH2:25][CH2:26][N:27]([C:35]2[CH:40]=[CH:39][C:38]([C:41]#[N:42])=[CH:37][CH:36]=2)[CH2:28][C:29]2[N:30]([CH3:34])[CH:31]=[N:32][CH:33]=2)[S:16]([C:19]2[N:20]=[CH:21][N:22]([CH3:24])[CH:23]=2)(=[O:18])=[O:17])[CH2:10][CH2:9]1)=O)(C)(C)C. The catalyst is C(O)(C(F)(F)F)=O. The product is [C:41]([C:38]1[CH:37]=[CH:36][C:35]([N:27]([CH2:28][C:29]2[N:30]([CH3:34])[CH:31]=[N:32][CH:33]=2)[CH2:26][CH2:25][N:15]([CH2:14][CH:11]2[CH2:12][CH2:13][NH:8][CH2:9][CH2:10]2)[S:16]([C:19]2[N:20]=[CH:21][N:22]([CH3:24])[CH:23]=2)(=[O:17])=[O:18])=[CH:40][CH:39]=1)#[N:42]. The yield is 0.940. (6) The reactants are [NH2:1][C@@H:2]([C:6]1[N:15]([NH:16][C:17]2[CH:22]=[CH:21][CH:20]=[CH:19][CH:18]=2)[C:14](=[O:23])[C:13]2[C:8](=[CH:9][C:10]([Cl:24])=[CH:11][CH:12]=2)[N:7]=1)[CH2:3][C:4]#[CH:5].C(N(C(C)C)CC)(C)C.[O:34]=[C:35]1[C:43]2[C:38](=[CH:39][CH:40]=[CH:41][CH:42]=2)[C:37](=[O:44])[N:36]1[CH2:45][CH2:46][CH:47]=O.C(O[BH-](OC(=O)C)OC(=O)C)(=O)C.[Na+].C(=O)([O-])[O-].[Na+].[Na+]. The catalyst is ClCCl.ClC(Cl)C. The product is [Cl:24][C:10]1[CH:9]=[C:8]2[C:13]([C:14](=[O:23])[N:15]([NH:16][C:17]3[CH:22]=[CH:21][CH:20]=[CH:19][CH:18]=3)[C:6]([C@H:2]([NH:1][CH2:47][CH2:46][CH2:45][N:36]3[C:37](=[O:44])[C:38]4[C:43](=[CH:42][CH:41]=[CH:40][CH:39]=4)[C:35]3=[O:34])[CH2:3][C:4]#[CH:5])=[N:7]2)=[CH:12][CH:11]=1. The yield is 0.950. (7) The reactants are C(=O)([O-])[O-].[Na+].[Na+].[Cl:7][C:8]1[N:13]=[C:12](Cl)[CH:11]=[C:10]([CH3:15])[N:9]=1.[NH2:16][C:17]1[NH:21][N:20]=[C:19]([CH3:22])[CH:18]=1. The catalyst is C(O)C. The product is [Cl:7][C:8]1[N:13]=[C:12]([NH:16][C:17]2[CH:18]=[C:19]([CH3:22])[NH:20][N:21]=2)[CH:11]=[C:10]([CH3:15])[N:9]=1. The yield is 0.330.